This data is from Reaction yield outcomes from USPTO patents with 853,638 reactions. The task is: Predict the reaction yield, written as a fraction of the theoretical maximum amount of product (1.0 means a 100% yield; for example, 0.34 means a 34% yield). (1) The reactants are [CH2:1]1[C:9]2[C:4](=[CH:5][C:6]([NH:10][NH2:11])=[CH:7][CH:8]=2)[CH2:3][CH2:2]1.[C:12](OCC)(=[O:17])[CH2:13][C:14]([CH3:16])=O. The catalyst is C(O)(=O)C. The product is [CH2:1]1[C:9]2[C:4](=[CH:5][C:6]([N:10]3[C:12](=[O:17])[CH2:13][C:14]([CH3:16])=[N:11]3)=[CH:7][CH:8]=2)[CH2:3][CH2:2]1. The yield is 0.623. (2) The yield is 0.810. The reactants are CC1C=C(N2CCN(CCOC3C=CC=CC=3)C2=O)SC=1C(O)=O.[F:25][C:26]1[CH:47]=[CH:46][C:29]([CH2:30][N:31]2[CH2:35][CH2:34][N:33]([C:36]3[S:40][C:39]([C:41]([OH:43])=O)=[C:38]([CH3:44])[CH:37]=3)[C:32]2=[O:45])=[CH:28][CH:27]=1.[S:48]1[C:52]2[CH:53]=[CH:54][CH:55]=[CH:56][C:51]=2[N:50]=[C:49]1[CH2:57][NH2:58]. No catalyst specified. The product is [S:48]1[C:52]2[CH:53]=[CH:54][CH:55]=[CH:56][C:51]=2[N:50]=[C:49]1[CH2:57][NH:58][C:41]([C:39]1[S:40][C:36]([N:33]2[CH2:34][CH2:35][N:31]([CH2:30][C:29]3[CH:28]=[CH:27][C:26]([F:25])=[CH:47][CH:46]=3)[C:32]2=[O:45])=[CH:37][C:38]=1[CH3:44])=[O:43]. (3) The reactants are [O:1]=[C:2]1CCC[C:8]2NC(=S)C(C#N)=C[C:3]1=2.[NH2:15][C:16]1[CH2:21][C:20]([CH3:23])([CH3:22])[CH2:19][C:18](=[O:24])[CH:17]=1.C(OCC)(=O)C#C. No catalyst specified. The product is [CH3:22][C:20]1([CH3:23])[CH2:21][C:16]2[NH:15][C:2](=[O:1])[CH:3]=[CH:8][C:17]=2[C:18](=[O:24])[CH2:19]1. The yield is 0.785. (4) The reactants are O[C:2]1[C:11]2[CH2:10][CH2:9][CH2:8][CH2:7][C:6]=2[NH:5][C:4](=[O:12])[C:3]=1[C:13]([O:15][CH2:16][CH3:17])=[O:14].P(Cl)(Cl)([Cl:20])=O. No catalyst specified. The product is [Cl:20][C:2]1[C:11]2[CH2:10][CH2:9][CH2:8][CH2:7][C:6]=2[NH:5][C:4](=[O:12])[C:3]=1[C:13]([O:15][CH2:16][CH3:17])=[O:14]. The yield is 0.170. (5) No catalyst specified. The product is [Br:1][C:2]1[CH:7]=[C:6]([F:8])[C:5]([F:20])=[N:4][CH:3]=1. The yield is 0.910. The reactants are [Br:1][C:2]1[C:3](N)=[N:4][CH:5]=[C:6]([F:8])[CH:7]=1.N([O-])=O.[Na+].N1C=CC=CC=1.[FH:20]. (6) The reactants are [C:1]([O:4][C@@H:5]1[O:27][C@H:26]([CH2:28][O:29][C:30](=[O:37])[C:31]2[CH:36]=[CH:35][CH:34]=[CH:33][CH:32]=2)[C@@H:16]([O:17][C:18](=[O:25])[C:19]2[CH:24]=[CH:23][CH:22]=[CH:21][CH:20]=2)[C@H:6]1[O:7]C(=O)C1C=CC=CC=1)(=[O:3])C.O. The catalyst is C(#N)C. The product is [C:1]([O:4][C@@H:5]1[O:27][C@@H:26]([CH2:28][O:29][C:30](=[O:37])[C:31]2[CH:32]=[CH:33][CH:34]=[CH:35][CH:36]=2)[C@H:16]([O:17][C:18](=[O:25])[C:19]2[CH:24]=[CH:23][CH:22]=[CH:21][CH:20]=2)[C@@H:6]1[OH:7])(=[O:3])[C:19]1[CH:24]=[CH:23][CH:22]=[CH:21][CH:20]=1. The yield is 0.570. (7) The product is [CH:38]1([C:36]([NH:35][C:33]2[N:34]=[C:29]3[CH:28]=[CH:27][C:26]([O:25][C:24]4[CH:41]=[CH:42][C:43]([F:44])=[C:22]([NH:21][C:7]([C:6]5[S:5][CH:4]=[N:3][C:2]=5[CH3:1])=[O:9])[CH:23]=4)=[N:31][N:30]3[CH:32]=2)=[O:37])[CH2:39][CH2:40]1. The catalyst is CN(C)C=O.CN1CCCC1=O. The yield is 0.790. The reactants are [CH3:1][C:2]1[N:3]=[CH:4][S:5][C:6]=1[C:7]([OH:9])=O.O1CCCC1.C(Cl)(=O)C(Cl)=O.[NH2:21][C:22]1[CH:23]=[C:24]([CH:41]=[CH:42][C:43]=1[F:44])[O:25][C:26]1[CH:27]=[CH:28][C:29]2[N:30]([CH:32]=[C:33]([NH:35][C:36]([CH:38]3[CH2:40][CH2:39]3)=[O:37])[N:34]=2)[N:31]=1. (8) The reactants are Br.[NH2:2][C@H:3]([C:7]1[O:8][C:9]([C:16]2[C:24]3[C:19](=[C:20]([Br:25])[CH:21]=[CH:22][CH:23]=3)[NH:18][CH:17]=2)=[C:10]([C:12]([O:14][CH3:15])=[O:13])[N:11]=1)[CH:4]([CH3:6])[CH3:5].C1C=CC2N(O)N=NC=2C=1.[NH:36]([C:49]([O:51][CH2:52][C:53]1[CH:58]=[CH:57][CH:56]=[CH:55][CH:54]=1)=[O:50])[C@H:37]([C:46](O)=[O:47])[CH2:38][C:39]1[CH:44]=[CH:43][C:42]([OH:45])=[CH:41][CH:40]=1.C(N(CC)C(C)C)(C)C.C(Cl)CCl. The catalyst is CCOC(C)=O.CN(C=O)C. The product is [CH2:52]([O:51][C:49]([NH:36][C@@H:37]([CH2:38][C:39]1[CH:44]=[CH:43][C:42]([OH:45])=[CH:41][CH:40]=1)[C:46]([NH:2][C@H:3]([C:7]1[O:8][C:9]([C:16]2[C:24]3[C:19](=[C:20]([Br:25])[CH:21]=[CH:22][CH:23]=3)[NH:18][CH:17]=2)=[C:10]([C:12]([O:14][CH3:15])=[O:13])[N:11]=1)[CH:4]([CH3:6])[CH3:5])=[O:47])=[O:50])[C:53]1[CH:54]=[CH:55][CH:56]=[CH:57][CH:58]=1. The yield is 0.870. (9) The reactants are [C:1]1([C@@H:7]([OH:16])[C@@H:8]([C:10]2[CH:15]=[CH:14][CH:13]=[CH:12][CH:11]=2)[OH:9])[CH:6]=[CH:5][CH:4]=[CH:3][CH:2]=1.[CH3:17][C:18]1[CH2:23][CH2:22][CH2:21][C:20](=O)[CH:19]=1. The catalyst is C1C=CC=CC=1.CCOCC.CC1C=CC(S([O-])(=O)=O)=CC=1.C1C=C[NH+]=CC=1. The product is [CH3:17][C:18]1[CH2:23][CH2:22][CH2:21][C:20]2([O:9][C@H:8]([C:10]3[CH:15]=[CH:14][CH:13]=[CH:12][CH:11]=3)[C@@H:7]([C:1]3[CH:2]=[CH:3][CH:4]=[CH:5][CH:6]=3)[O:16]2)[CH:19]=1. The yield is 1.00. (10) The yield is 0.880. The reactants are C([O-])([O-])=O.[Cs+].[Cs+].[CH3:7][O:8][C:9]1[N:14]=[C:13]([C:15]2[CH:20]=[CH:19][C:18]([CH:21]([OH:26])[C:22]([F:25])([F:24])[F:23])=[CH:17][CH:16]=2)[CH:12]=[CH:11][CH:10]=1.[NH2:27][C:28]1[N:33]=[C:32]([C:34]2[CH:39]=[CH:38][C:37]([CH2:40][C@H:41]([NH:45][C:46]([O:48][C:49]([CH3:52])([CH3:51])[CH3:50])=[O:47])[C:42]([OH:44])=[O:43])=[CH:36][CH:35]=2)[CH:31]=[C:30](Cl)[N:29]=1.O. The product is [NH2:27][C:28]1[N:33]=[C:32]([C:34]2[CH:39]=[CH:38][C:37]([CH2:40][C@H:41]([NH:45][C:46]([O:48][C:49]([CH3:52])([CH3:51])[CH3:50])=[O:47])[C:42]([OH:44])=[O:43])=[CH:36][CH:35]=2)[CH:31]=[C:30]([O:26][CH:21]([C:18]2[CH:19]=[CH:20][C:15]([C:13]3[CH:12]=[CH:11][CH:10]=[C:9]([O:8][CH3:7])[N:14]=3)=[CH:16][CH:17]=2)[C:22]([F:23])([F:24])[F:25])[N:29]=1. The catalyst is O1CCOCC1.C(OCC)(=O)C.